This data is from Forward reaction prediction with 1.9M reactions from USPTO patents (1976-2016). The task is: Predict the product of the given reaction. (1) Given the reactants [C:1]([C:4]1[S:5][C:6]([C:9]#[N:10])=[CH:7][CH:8]=1)(=[O:3])[CH3:2].[Br:11]Br, predict the reaction product. The product is: [Br:11][CH2:2][C:1]([C:4]1[S:5][C:6]([C:9]#[N:10])=[CH:7][CH:8]=1)=[O:3]. (2) Given the reactants C(OC([N:8]1[CH2:13][CH2:12][N:11]([C:14]2[CH:19]=[CH:18][N:17]=[C:16]([NH:20][CH2:21][C:22]3[CH:27]=[CH:26][CH:25]=[C:24]([Cl:28])[CH:23]=3)[N:15]=2)[CH2:10][CH2:9]1)=O)(C)(C)C.FC(F)(F)C(O)=O.[OH-].[Na+], predict the reaction product. The product is: [ClH:28].[Cl:28][C:24]1[CH:23]=[C:22]([CH:27]=[CH:26][CH:25]=1)[CH2:21][NH:20][C:16]1[N:15]=[C:14]([N:11]2[CH2:10][CH2:9][NH:8][CH2:13][CH2:12]2)[CH:19]=[CH:18][N:17]=1. (3) The product is: [CH3:1][CH:2]([CH3:32])[CH2:3][C:4]1[CH:9]=[CH:8][C:7]([C:10]2[O:14][N:13]=[C:12]([C:15]3[CH:16]=[C:17]4[C:21](=[CH:22][CH:23]=3)[CH:20]([N:24]3[CH2:27][CH:26]([C:28]([OH:30])=[O:29])[CH2:25]3)[CH2:19][CH2:18]4)[N:11]=2)=[CH:6][CH:5]=1. Given the reactants [CH3:1][CH:2]([CH3:32])[CH2:3][C:4]1[CH:9]=[CH:8][C:7]([C:10]2[O:14][N:13]=[C:12]([C:15]3[CH:16]=[C:17]4[C:21](=[CH:22][CH:23]=3)[CH:20]([N:24]3[CH2:27][CH:26]([C:28]([O:30]C)=[O:29])[CH2:25]3)[CH2:19][CH2:18]4)[N:11]=2)=[CH:6][CH:5]=1.[OH-].[Na+], predict the reaction product.